This data is from Forward reaction prediction with 1.9M reactions from USPTO patents (1976-2016). The task is: Predict the product of the given reaction. (1) Given the reactants [Cl:1][C:2]1[CH:3]=[C:4]([C:9]2([C:26]([F:29])([F:28])[F:27])[O:13][N:12]=[C:11]([C:14]3[CH:22]=[CH:21][C:17]([C:18]([NH2:20])=[O:19])=[C:16]([CH2:23][O:24][CH3:25])[CH:15]=3)[CH2:10]2)[CH:5]=[C:6]([Cl:8])[CH:7]=1.[CH3:30][O:31][CH:32](OC)[N:33](C)C, predict the reaction product. The product is: [Cl:1][C:2]1[CH:3]=[C:4]([C:9]2([C:26]([F:27])([F:29])[F:28])[O:13][N:12]=[C:11]([C:14]3[CH:22]=[CH:21][C:17]([C:18]([NH:20][C:32]([O:31][CH3:30])=[NH:33])=[O:19])=[C:16]([CH2:23][O:24][CH3:25])[CH:15]=3)[CH2:10]2)[CH:5]=[C:6]([Cl:8])[CH:7]=1. (2) Given the reactants Br[C:2]1[CH:10]=[C:9]2[C:5]([CH:6]=[CH:7][NH:8]2)=[CH:4][CH:3]=1.[F:11][C:12]1[CH:17]=[CH:16][C:15](B(O)O)=[CH:14][CH:13]=1.P([O-])([O-])([O-])=O.[K+].[K+].[K+], predict the reaction product. The product is: [F:11][C:12]1[CH:17]=[CH:16][C:15]([C:2]2[CH:10]=[C:9]3[C:5]([CH:6]=[CH:7][NH:8]3)=[CH:4][CH:3]=2)=[CH:14][CH:13]=1. (3) Given the reactants [Li]CCCC.CC1(C)CCCC(C)(C)N1.[Br:16][C:17]1[CH:26]=[CH:25][C:24]2[C:19](=[CH:20][CH:21]=[C:22]([O:27][CH3:28])[CH:23]=2)[N:18]=1.[B:29](OC)([O:32]C)[O:30]C.[OH-].[Na+], predict the reaction product. The product is: [Br:16][C:17]1[C:26]([B:29]([OH:32])[OH:30])=[CH:25][C:24]2[C:19](=[CH:20][CH:21]=[C:22]([O:27][CH3:28])[CH:23]=2)[N:18]=1. (4) The product is: [CH:22]1([CH2:21][N:5]2[C:6](=[O:16])[C:7]3[C:12](=[CH:11][CH:10]=[C:9]([N+:13]([O-:15])=[O:14])[CH:8]=3)[N:3]([CH2:1][CH3:2])[C:4]2=[O:17])[CH2:24][CH2:23]1. Given the reactants [CH2:1]([N:3]1[C:12]2[C:7](=[CH:8][C:9]([N+:13]([O-:15])=[O:14])=[CH:10][CH:11]=2)[C:6](=[O:16])[NH:5][C:4]1=[O:17])[CH3:2].[H-].[Na+].Br[CH2:21][CH:22]1[CH2:24][CH2:23]1, predict the reaction product. (5) Given the reactants S(Cl)([Cl:3])=O.O[C@@H:6]([CH2:10][C:11]1[CH:16]=[CH:15][CH:14]=[CH:13][CH:12]=1)[C:7]([OH:9])=[O:8].N1C=CC=CC=1.O, predict the reaction product. The product is: [Cl:3][C@H:6]([CH2:10][C:11]1[CH:16]=[CH:15][CH:14]=[CH:13][CH:12]=1)[C:7]([OH:9])=[O:8]. (6) Given the reactants [CH2:1]1[C:11]2[C:6](=[C:7]([OH:13])[CH:8]=[C:9]([OH:12])[CH:10]=2)[C:4](=[O:5])[CH2:3][C@H:2]1[OH:14].OC1C2C(=CC=CC=2O)C=C(O)C=1.C(SCCNC(=O)CCNC(=O)[C@H](O)C(C)(C)COP(O)(=O)OP(O)(=O)OC[C@H]1O[C@@H](N2C3N=CN=C(N)C=3N=C2)[C@H](O)[C@@H]1OP(O)(O)=O)(=O)CC(O)=O, predict the reaction product. The product is: [OH:5][C:4]1[C:6]2[C:11](=[CH:10][C:9]([OH:12])=[CH:8][C:7]=2[OH:13])[CH:1]=[C:2]([OH:14])[CH:3]=1. (7) Given the reactants N(C(OC(C)(C)C)=O)[C@H:2]([C:14](O)=O)[CH2:3]CCNC(OC(C)(C)C)=O.CN(C(ON1N=[N:40][C:34]2[CH:35]=CC(=C[C:33]1=2)Cl)=[N+](C)C)C.F[P-](F)(F)(F)(F)F.[CH:49]1C(Cl)=CC2N(O)N=NC=2[CH:50]=1, predict the reaction product. The product is: [CH3:49][CH2:50][N:40]([CH:34]([CH3:33])[CH3:35])[CH:2]([CH3:14])[CH3:3]. (8) Given the reactants [C:1]([C:4]1[C:12]2[C:7](=[CH:8][CH:9]=[C:10]([O:13][CH2:14][C:15]3[N:20]=[CH:19][CH:18]=[CH:17][N:16]=3)[CH:11]=2)[N:6]([CH2:21][C:22]([O:24]C)=[O:23])[N:5]=1)(=[O:3])[CH3:2].O[Li].O, predict the reaction product. The product is: [C:1]([C:4]1[C:12]2[C:7](=[CH:8][CH:9]=[C:10]([O:13][CH2:14][C:15]3[N:16]=[CH:17][CH:18]=[CH:19][N:20]=3)[CH:11]=2)[N:6]([CH2:21][C:22]([OH:24])=[O:23])[N:5]=1)(=[O:3])[CH3:2]. (9) Given the reactants [CH2:1]([C:8]1[S:12][C:11]([NH:13][C:14](=[O:35])[CH2:15][CH2:16][C:17]([C:19]2[CH:20]=[CH:21][C:22]([O:32][CH2:33][CH3:34])=[C:23](/[CH:25]=[CH:26]/[C:27]([O:29]CC)=[O:28])[CH:24]=2)=[O:18])=[N:10][C:9]=1[C:36]1[CH:41]=[CH:40][CH:39]=[CH:38][CH:37]=1)[C:2]1[CH:7]=[CH:6][CH:5]=[CH:4][CH:3]=1.CO.[OH-].[Na+], predict the reaction product. The product is: [CH2:1]([C:8]1[S:12][C:11]([NH:13][C:14](=[O:35])[CH2:15][CH2:16][C:17]([C:19]2[CH:20]=[CH:21][C:22]([O:32][CH2:33][CH3:34])=[C:23](/[CH:25]=[CH:26]/[C:27]([OH:29])=[O:28])[CH:24]=2)=[O:18])=[N:10][C:9]=1[C:36]1[CH:37]=[CH:38][CH:39]=[CH:40][CH:41]=1)[C:2]1[CH:7]=[CH:6][CH:5]=[CH:4][CH:3]=1. (10) Given the reactants [NH:1]([C:29]([O:31][C:32]([CH3:35])([CH3:34])[CH3:33])=[O:30])[C@H:2]([C:7]([NH:9][C@H:10]([C:15]([NH:17][C@H:18]([C:26]([OH:28])=[O:27])[CH2:19][C:20]1[CH:25]=[CH:24][CH:23]=[CH:22][CH:21]=1)=[O:16])[CH2:11][CH:12]([CH3:14])[CH3:13])=[O:8])[CH2:3][CH2:4][S:5][CH3:6].Cl.[CH3:37][O:38][C:39](=[O:43])[CH2:40][CH2:41][NH2:42].CN(C(ON1N=NC2C=CC=NC1=2)=[N+](C)C)C.F[P-](F)(F)(F)(F)F, predict the reaction product. The product is: [CH3:14][CH:12]([CH2:11][C@H:10]([NH:9][C:7]([C@@H:2]([NH:1][C:29]([O:31][C:32]([CH3:34])([CH3:33])[CH3:35])=[O:30])[CH2:3][CH2:4][S:5][CH3:6])=[O:8])[C:15]([NH:17][C@H:18]([C:26]([OH:28])=[O:27])[CH2:19][C:20]1[CH:25]=[CH:24][CH:23]=[CH:22][CH:21]=1)=[O:16])[CH3:13].[NH2:42][CH2:41][CH2:40][C:39]([O:38][CH3:37])=[O:43].